From a dataset of Reaction yield outcomes from USPTO patents with 853,638 reactions. Predict the reaction yield, written as a fraction of the theoretical maximum amount of product (1.0 means a 100% yield; for example, 0.34 means a 34% yield). (1) The reactants are Cl[C:2]1[N:7]=[C:6]([NH2:8])[CH:5]=[CH:4][N:3]=1.[CH3:9][O-:10].[Na+]. The catalyst is CO. The product is [CH3:9][O:10][C:2]1[N:7]=[C:6]([NH2:8])[CH:5]=[CH:4][N:3]=1. The yield is 0.500. (2) The reactants are [NH2:1][CH2:2][CH2:3][CH2:4][OH:5].[CH3:6][O:7][C:8]1[CH:15]=[CH:14][C:11]([CH:12]=O)=[CH:10][CH:9]=1.[BH4-].[Na+].Cl. The catalyst is CO.C(O)(=O)C. The product is [CH3:6][O:7][C:8]1[CH:15]=[CH:14][C:11]([CH2:12][NH:1][CH2:2][CH2:3][CH2:4][OH:5])=[CH:10][CH:9]=1. The yield is 0.420. (3) The reactants are [N:1]12[CH2:8][CH2:7][C:4]([C:9]([C:16]3[CH:20]=[CH:19][S:18][CH:17]=3)([C:11]3[CH:15]=[CH:14][S:13][CH:12]=3)[OH:10])([CH2:5][CH2:6]1)[CH2:3][CH2:2]2.[C:21]1([O:27][CH2:28][CH2:29][CH2:30][Br:31])[CH:26]=[CH:25][CH:24]=[CH:23][CH:22]=1. The catalyst is CO. The product is [Br-:31].[OH:10][C:9]([C:11]1[CH:15]=[CH:14][S:13][CH:12]=1)([C:16]1[CH:20]=[CH:19][S:18][CH:17]=1)[C:4]12[CH2:7][CH2:8][N+:1]([CH2:30][CH2:29][CH2:28][O:27][C:21]3[CH:26]=[CH:25][CH:24]=[CH:23][CH:22]=3)([CH2:6][CH2:5]1)[CH2:2][CH2:3]2. The yield is 0.447. (4) The reactants are [Cl:1][C:2]1[CH:7]=[CH:6][C:5]([C:8]2[N:12]([CH:13]([CH:16]3[CH2:21][CH2:20][CH2:19][CH2:18][CH2:17]3)[CH2:14][OH:15])[C:11]3[CH:22]=[C:23]([F:27])[C:24]([F:26])=[CH:25][C:10]=3[N:9]=2)=[CH:4][CH:3]=1.[CH3:28][O:29][C:30](=[O:40])[C:31]1[CH:36]=[C:35]([F:37])[C:34](O)=[C:33]([Cl:39])[CH:32]=1.N(C(OC(C)(C)C)=O)=NC(OC(C)(C)C)=O. No catalyst specified. The product is [CH3:28][O:29][C:30](=[O:40])[C:31]1[CH:36]=[C:35]([F:37])[C:34]([O:15][CH2:14][CH:13]([N:12]2[C:11]3[CH:22]=[C:23]([F:27])[C:24]([F:26])=[CH:25][C:10]=3[N:9]=[C:8]2[C:5]2[CH:6]=[CH:7][C:2]([Cl:1])=[CH:3][CH:4]=2)[CH:16]2[CH2:17][CH2:18][CH2:19][CH2:20][CH2:21]2)=[C:33]([Cl:39])[CH:32]=1. The yield is 0.740. (5) The yield is 0.220. The product is [Br:57][N:17]([S:1]([C:4]1[C:16]2[CH:15]=[CH:14][CH:13]=[C:9]([N:10]([CH3:12])[CH3:11])[C:8]=2[CH:7]=[CH:6][CH:5]=1)(=[O:3])=[O:2])[CH2:18][CH2:19][S:20][S:21][CH2:22][CH2:23][NH2:24].[C:60]1(=[O:61])[NH:62][C:63](=[O:64])[CH:58]=[CH:59]1. The reactants are [S:1]([N:17](S(C1C2C=CC=C(N(C)C)C=2C=CC=1)(=O)=O)[CH2:18][CH2:19][S:20][S:21][CH2:22][CH2:23][NH2:24])([C:4]1[C:16]2[CH:15]=[CH:14][CH:13]=[C:9]([N:10]([CH3:12])[CH3:11])[C:8]=2[CH:7]=[CH:6][CH:5]=1)(=[O:3])=[O:2].C(C(O)=O)CP(CCC(O)=O)CCC(O)=O.[Br:57][C:58]1[C:63](=[O:64])[NH:62][C:60](=[O:61])[C:59]=1Br. The catalyst is CO.